Dataset: Retrosynthesis with 50K atom-mapped reactions and 10 reaction types from USPTO. Task: Predict the reactants needed to synthesize the given product. (1) Given the product CCOC(=O)C(Nc1ccc(C#N)cc1)c1cc(OCC)cc(OC2CCNCC2)c1F, predict the reactants needed to synthesize it. The reactants are: CCOC(=O)C(Nc1ccc(C#N)cc1)c1cc(OCC)cc(OC2CCN(C(=O)OC(C)(C)C)CC2)c1F. (2) Given the product N#Cc1cccc(Oc2ccc(N)c(Oc3cccc(C#N)c3)n2)c1, predict the reactants needed to synthesize it. The reactants are: N#Cc1cccc(Oc2ccc([N+](=O)[O-])c(Oc3cccc(C#N)c3)n2)c1. (3) Given the product COC1(Cc2ccccc2C)CCC(N2CCNCC2)CC1, predict the reactants needed to synthesize it. The reactants are: COC1(Cc2ccccc2C)CCC(N2CCN(C(=O)OC(C)(C)C)CC2)CC1. (4) The reactants are: Cc1cc2cc(Nc3ccnc4cc(Br)sc34)ccc2[nH]1.OB(O)c1ccccc1. Given the product Cc1cc2cc(Nc3ccnc4cc(-c5ccccc5)sc34)ccc2[nH]1, predict the reactants needed to synthesize it. (5) Given the product CC(C)(C)S(=O)N=Cc1nccnc1-c1ccc(Cl)cc1, predict the reactants needed to synthesize it. The reactants are: CC(C)(C)[S@@](N)=O.O=Cc1nccnc1-c1ccc(Cl)cc1. (6) Given the product COC(=O)C(C)Oc1ccc(Oc2ncc(Cl)cc2Cl)cc1, predict the reactants needed to synthesize it. The reactants are: COC(=O)C(C)Br.Oc1ccc(Oc2ncc(Cl)cc2Cl)cc1. (7) Given the product Cc1ccc(CCNC(=S)Nc2ccc3c(c2)c(C(F)(F)F)cc(=O)n3C)cc1, predict the reactants needed to synthesize it. The reactants are: Cc1ccc(CCN=C=S)cc1.Cn1c(=O)cc(C(F)(F)F)c2cc(N)ccc21. (8) Given the product CC(C)(N)Cc1nc(-c2ccccc2)no1, predict the reactants needed to synthesize it. The reactants are: CC(C)(Cc1nc(-c2ccccc2)no1)NC(=O)OC(C)(C)C.